Task: Predict the reactants needed to synthesize the given product.. Dataset: Full USPTO retrosynthesis dataset with 1.9M reactions from patents (1976-2016) Given the product [CH3:17][O:18][C:19]1[CH:20]=[C:21]([CH:38]=[CH:39][C:40]=1[O:41][CH3:42])[CH2:22][CH:23]1[C:29]2[CH:30]=[C:31]([O:36][CH3:37])[C:32]([O:34][CH3:35])=[CH:33][C:28]=2[CH2:27][CH2:26][CH2:25][N:24]1[CH2:2][C:3]([NH:16][CH:11]1[C:12]2[C:8](=[C:7]([CH3:6])[CH:15]=[CH:14][CH:13]=2)[CH2:9][CH2:10]1)=[O:4], predict the reactants needed to synthesize it. The reactants are: Br[CH2:2][C:3](Br)=[O:4].[CH3:6][C:7]1[CH:15]=[CH:14][CH:13]=[C:12]2[C:8]=1[CH2:9][CH2:10][CH:11]2[NH2:16].[CH3:17][O:18][C:19]1[CH:20]=[C:21]([CH:38]=[CH:39][C:40]=1[O:41][CH3:42])[CH2:22][CH:23]1[C:29]2[CH:30]=[C:31]([O:36][CH3:37])[C:32]([O:34][CH3:35])=[CH:33][C:28]=2[CH2:27][CH2:26][CH2:25][NH:24]1.